Dataset: HIV replication inhibition screening data with 41,000+ compounds from the AIDS Antiviral Screen. Task: Binary Classification. Given a drug SMILES string, predict its activity (active/inactive) in a high-throughput screening assay against a specified biological target. (1) The molecule is COc1ccc(S(=O)(=O)NN=CCN2C(=O)c3ccccc3C2=O)cc1OC. The result is 0 (inactive). (2) The compound is CC(=O)Nc1ccc(S(=O)(=O)NN=Cc2ccco2)cc1. The result is 0 (inactive).